Dataset: NCI-60 drug combinations with 297,098 pairs across 59 cell lines. Task: Regression. Given two drug SMILES strings and cell line genomic features, predict the synergy score measuring deviation from expected non-interaction effect. Drug 1: CCC1(CC2CC(C3=C(CCN(C2)C1)C4=CC=CC=C4N3)(C5=C(C=C6C(=C5)C78CCN9C7C(C=CC9)(C(C(C8N6C=O)(C(=O)OC)O)OC(=O)C)CC)OC)C(=O)OC)O.OS(=O)(=O)O. Drug 2: CC1C(C(CC(O1)OC2CC(OC(C2O)C)OC3=CC4=CC5=C(C(=O)C(C(C5)C(C(=O)C(C(C)O)O)OC)OC6CC(C(C(O6)C)O)OC7CC(C(C(O7)C)O)OC8CC(C(C(O8)C)O)(C)O)C(=C4C(=C3C)O)O)O)O. Cell line: SR. Synergy scores: CSS=29.5, Synergy_ZIP=-3.97, Synergy_Bliss=-5.03, Synergy_Loewe=-2.63, Synergy_HSA=-2.48.